Dataset: Full USPTO retrosynthesis dataset with 1.9M reactions from patents (1976-2016). Task: Predict the reactants needed to synthesize the given product. (1) Given the product [CH2:1]([O:8][CH2:9][C@H:10]1[C@@H:14]([O:15][Si:16]([C:19]([CH3:21])([CH3:20])[CH3:22])([CH3:18])[CH3:17])[CH2:13][C@@H:12]([OH:23])[CH2:11]1)[C:2]1[CH:7]=[CH:6][CH:5]=[CH:4][CH:3]=1, predict the reactants needed to synthesize it. The reactants are: [CH2:1]([O:8][CH2:9][C:10]1[C@@H:14]([O:15][Si:16]([C:19]([CH3:22])([CH3:21])[CH3:20])([CH3:18])[CH3:17])[CH2:13][C@@H:12]([OH:23])[CH:11]=1)[C:2]1[CH:7]=[CH:6][CH:5]=[CH:4][CH:3]=1.C(=O)([O-])[O-].[Na+].[Na+]. (2) Given the product [OH:8][CH2:7][CH:3]1[O:4][CH2:5][CH2:6][N:1]([C:11]([O:13][C:14]([CH3:17])([CH3:16])[CH3:15])=[O:12])[CH2:2]1, predict the reactants needed to synthesize it. The reactants are: [N:1]1([C:11]([O:13][C:14]([CH3:17])([CH3:16])[CH3:15])=[O:12])[CH2:6][CH2:5][O:4][CH:3]([C:7](OC)=[O:8])[CH2:2]1.[BH4-].[Li+].O. (3) Given the product [CH3:43][O:44][C:45]1[CH:50]=[C:49]([N:1]2[CH:5]=[CH:4][C:3]([C:6]3[C:14]4[C:13]([NH:15][C@H:16]([C:18]5[N:23]([C:24]6[CH:25]=[CH:26][CH:27]=[CH:28][CH:29]=6)[C:22](=[O:30])[C:21]6=[C:31]([CH3:34])[CH:32]=[CH:33][N:20]6[N:19]=5)[CH3:17])=[N:12][CH:11]=[N:10][C:9]=4[N:8]([CH2:35][O:36][CH2:37][CH2:38][Si:39]([CH3:40])([CH3:42])[CH3:41])[CH:7]=3)=[N:2]2)[CH:48]=[CH:47][CH:46]=1, predict the reactants needed to synthesize it. The reactants are: [NH:1]1[CH:5]=[CH:4][C:3]([C:6]2[C:14]3[C:13]([NH:15][C@H:16]([C:18]4[N:23]([C:24]5[CH:29]=[CH:28][CH:27]=[CH:26][CH:25]=5)[C:22](=[O:30])[C:21]5=[C:31]([CH3:34])[CH:32]=[CH:33][N:20]5[N:19]=4)[CH3:17])=[N:12][CH:11]=[N:10][C:9]=3[N:8]([CH2:35][O:36][CH2:37][CH2:38][Si:39]([CH3:42])([CH3:41])[CH3:40])[CH:7]=2)=[N:2]1.[CH3:43][O:44][C:45]1[CH:46]=[C:47](B(O)O)[CH:48]=[CH:49][CH:50]=1.N1C=CC=CC=1.C(=O)([O-])[O-].[Na+].[Na+]. (4) Given the product [C:1]([NH:4][C:5]1[CH:6]=[C:7]([C:11]2[CH:12]=[C:13]3[C:17](=[C:18]([C:20]([NH2:22])=[O:21])[CH:19]=2)[NH:16][N:15]=[C:14]3[CH:23]2[CH2:28][CH2:27][N:26]([S:44]([C:42]3[N:41]=[C:40]([CH3:48])[N:39]([CH3:38])[CH:43]=3)(=[O:46])=[O:45])[CH2:25][CH2:24]2)[CH:8]=[CH:9][CH:10]=1)(=[O:3])[CH3:2], predict the reactants needed to synthesize it. The reactants are: [C:1]([NH:4][C:5]1[CH:6]=[C:7]([C:11]2[CH:12]=[C:13]3[C:17](=[C:18]([C:20]([NH2:22])=[O:21])[CH:19]=2)[NH:16][N:15]=[C:14]3[CH:23]2[CH2:28][CH2:27][NH:26][CH2:25][CH2:24]2)[CH:8]=[CH:9][CH:10]=1)(=[O:3])[CH3:2].C(N(C(C)C)CC)(C)C.[CH3:38][N:39]1[CH:43]=[C:42]([S:44](Cl)(=[O:46])=[O:45])[N:41]=[C:40]1[CH3:48]. (5) Given the product [OH:10][C:5]1[C:6]([O:8][CH3:9])=[CH:7][C:2]([I:1])=[C:3]([C:14](=[O:17])[CH2:15][CH3:16])[CH:4]=1, predict the reactants needed to synthesize it. The reactants are: [I:1][C:2]1[CH:7]=[C:6]([O:8][CH3:9])[C:5]([O:10]C(C)C)=[CH:4][C:3]=1[C:14](=[O:17])[CH2:15][CH3:16]. (6) Given the product [C:1]([O:5][C:6](=[O:25])[N:7]([CH2:8][CH2:9][C:10]1[CH:11]=[CH:12][C:13]([CH:16]=[O:17])=[CH:14][CH:15]=1)[CH2:18][CH2:19][CH2:20][CH2:21][CH2:22][CH2:23][CH3:24])([CH3:2])([CH3:3])[CH3:4], predict the reactants needed to synthesize it. The reactants are: [C:1]([O:5][C:6](=[O:25])[N:7]([CH2:18][CH2:19][CH2:20][CH2:21][CH2:22][CH2:23][CH3:24])[CH2:8][CH2:9][C:10]1[CH:15]=[CH:14][C:13]([CH2:16][OH:17])=[CH:12][CH:11]=1)([CH3:4])([CH3:3])[CH3:2]. (7) The reactants are: [Cl:1][C:2]1[CH:3]=[C:4]2[C:9](=[CH:10][CH:11]=1)[C:8]([CH3:13])([CH3:12])[C:7](=[O:14])[C:6]([C:15]([NH:17][C@@H:18]([C:20]([O:22]C)=[O:21])[CH3:19])=[O:16])=[C:5]2[OH:24].[OH-].[Na+].O.Cl. Given the product [Cl:1][C:2]1[CH:3]=[C:4]2[C:9](=[CH:10][CH:11]=1)[C:8]([CH3:13])([CH3:12])[C:7](=[O:14])[C:6]([C:15]([NH:17][C@@H:18]([C:20]([OH:22])=[O:21])[CH3:19])=[O:16])=[C:5]2[OH:24], predict the reactants needed to synthesize it. (8) Given the product [O:8]1[CH:3]([CH2:2][N:25]2[CH2:26][CH2:27][N:22]([C:17]3[C:16]([CH2:15][O:14][CH3:13])=[CH:21][CH:20]=[CH:19][N:18]=3)[CH2:23][CH2:24]2)[CH2:4][O:5][C:6]2[CH:12]=[CH:11][CH:10]=[CH:9][C:7]1=2, predict the reactants needed to synthesize it. The reactants are: Br[CH2:2][CH:3]1[O:8][C:7]2[CH:9]=[CH:10][CH:11]=[CH:12][C:6]=2[O:5][CH2:4]1.[CH3:13][O:14][CH2:15][C:16]1[C:17]([N:22]2[CH2:27][CH2:26][NH:25][CH2:24][CH2:23]2)=[N:18][CH:19]=[CH:20][CH:21]=1.C([O-])([O-])=O.[K+].[K+].O.